This data is from Forward reaction prediction with 1.9M reactions from USPTO patents (1976-2016). The task is: Predict the product of the given reaction. (1) Given the reactants C([Sn]1(CCCC)[O:14][CH2:13][C:8]2([CH2:12][CH:11]=[CH:10][CH2:9]2)[CH2:7][O:6]1)CCC.[CH2:19]([C:21]1([CH2:28][CH3:29])[CH2:26][O:25][C:24](=S)[O:23][CH2:22]1)[CH3:20], predict the reaction product. The product is: [CH2:19]([C:21]1([CH2:28][CH3:29])[CH2:26][O:25][C:24]2([O:6][CH2:7][C:8]3([CH:9]=[CH:10][CH2:11][CH2:12]3)[CH2:13][O:14]2)[O:23][CH2:22]1)[CH3:20]. (2) Given the reactants [OH:1][C@H:2]1[C:10]2[C:5](=[CH:6][CH:7]=[CH:8][CH:9]=2)[CH2:4][C@:3]1([CH2:20][C:21]1[CH:29]=[CH:28][C:24]([C:25]([OH:27])=[O:26])=[CH:23][CH:22]=1)[C:11]1[CH2:12][C:13]2[C:18]([CH:19]=1)=[CH:17][CH:16]=[CH:15][CH:14]=2.C([O-])([O-])=O.[K+].[K+].[CH2:36](I)[CH2:37][CH3:38], predict the reaction product. The product is: [OH:1][C@H:2]1[C:10]2[C:5](=[CH:6][CH:7]=[CH:8][CH:9]=2)[CH2:4][C@:3]1([CH2:20][C:21]1[CH:29]=[CH:28][C:24]([C:25]([O:27][CH2:36][CH2:37][CH3:38])=[O:26])=[CH:23][CH:22]=1)[C:11]1[CH2:12][C:13]2[C:18]([CH:19]=1)=[CH:17][CH:16]=[CH:15][CH:14]=2. (3) Given the reactants Br[C:2]1[CH:7]=[CH:6][C:5]([N:8]2[CH2:13][CH2:12][N:11]([CH3:14])[CH2:10][CH2:9]2)=[CH:4][CH:3]=1.C([Li])(C)(C)C.[Cl:20][C:21]1[CH:32]=[CH:31][C:24]([C:25](N(OC)C)=[O:26])=[CH:23][C:22]=1[S:33](=[O:36])(=[O:35])[NH2:34], predict the reaction product. The product is: [Cl:20][C:21]1[CH:32]=[CH:31][C:24]([C:25](=[O:26])[C:2]2[CH:7]=[CH:6][C:5]([N:8]3[CH2:13][CH2:12][N:11]([CH3:14])[CH2:10][CH2:9]3)=[CH:4][CH:3]=2)=[CH:23][C:22]=1[S:33]([NH2:34])(=[O:36])=[O:35].